From a dataset of Reaction yield outcomes from USPTO patents with 853,638 reactions. Predict the reaction yield, written as a fraction of the theoretical maximum amount of product (1.0 means a 100% yield; for example, 0.34 means a 34% yield). The reactants are [C:1]([C:5]1[CH:13]=[C:12]2[C:8]([CH2:9][CH:10]([CH3:15])[C:11]2=O)=[C:7]([C:16]2[CH:21]=[C:20]([C:22]([CH3:25])([CH3:24])[CH3:23])[CH:19]=[C:18]([C:26]([CH3:29])([CH3:28])[CH3:27])[CH:17]=2)[C:6]=1[O:30][CH3:31])([CH3:4])([CH3:3])[CH3:2].[BH4-].[Na+].CO.CC1C=CC(S(O)(=O)=O)=CC=1. The catalyst is C1COCC1.C1(C)C=CC=CC=1. The product is [C:1]([C:5]1[CH:13]=[C:12]2[C:8](=[C:7]([C:16]3[CH:21]=[C:20]([C:22]([CH3:25])([CH3:24])[CH3:23])[CH:19]=[C:18]([C:26]([CH3:29])([CH3:28])[CH3:27])[CH:17]=3)[C:6]=1[O:30][CH3:31])[CH2:9][C:10]([CH3:15])=[CH:11]2)([CH3:4])([CH3:3])[CH3:2]. The yield is 0.990.